Dataset: Forward reaction prediction with 1.9M reactions from USPTO patents (1976-2016). Task: Predict the product of the given reaction. (1) Given the reactants [Si:1]([O:8][CH:9]([C:16]1[CH:25]=[CH:24][C:23]2[C:18](=[CH:19][CH:20]=[CH:21][CH:22]=2)[CH:17]=1)[CH2:10][CH2:11][CH2:12][CH2:13][CH:14]=C)([C:4]([CH3:7])([CH3:6])[CH3:5])([CH3:3])[CH3:2].O.C(=O)(O)[O-:28].[Na+].I([O-])(=O)(=O)=O.[Na+], predict the reaction product. The product is: [Si:1]([O:8][CH:9]([C:16]1[CH:25]=[CH:24][C:23]2[C:18](=[CH:19][CH:20]=[CH:21][CH:22]=2)[CH:17]=1)[CH2:10][CH2:11][CH2:12][CH2:13][CH:14]=[O:28])([C:4]([CH3:7])([CH3:6])[CH3:5])([CH3:3])[CH3:2]. (2) Given the reactants Cl[S:2]([N:5]=[C:6]=[O:7])(=[O:4])=[O:3].[C:8]([OH:12])([CH3:11])([CH3:10])[CH3:9].[CH3:13][O:14][C:15](=[O:34])[CH2:16][NH:17][C:18]1[C:23]([F:24])=[CH:22][C:21]([Br:25])=[CH:20][C:19]=1[O:26][CH2:27][C:28]1[CH:33]=[CH:32][CH:31]=[CH:30][CH:29]=1.C(N(CC)CC)C, predict the reaction product. The product is: [CH3:13][O:14][C:15](=[O:34])[CH2:16][N:17]([S:2](=[O:4])(=[O:3])[NH:5][C:6]([O:12][C:8]([CH3:11])([CH3:10])[CH3:9])=[O:7])[C:18]1[C:23]([F:24])=[CH:22][C:21]([Br:25])=[CH:20][C:19]=1[O:26][CH2:27][C:28]1[CH:33]=[CH:32][CH:31]=[CH:30][CH:29]=1. (3) Given the reactants Br[C:2]1[CH:7]=[CH:6][C:5]([C:8]2[O:12][N:11]=[C:10]([CH3:13])[C:9]=2[NH:14][CH:15]([C:24]2[CH:29]=[CH:28][CH:27]=[CH:26][CH:25]=2)[CH2:16][CH2:17][C:18]2[CH:23]=[CH:22][CH:21]=[CH:20][CH:19]=2)=[CH:4][CH:3]=1.[CH2:30]([O:32][C:33]([C:35]1([C:38]2[CH:43]=[CH:42][C:41](B3OC(C)(C)C(C)(C)O3)=[CH:40][CH:39]=2)[CH2:37][CH2:36]1)=[O:34])[CH3:31], predict the reaction product. The product is: [CH2:30]([O:32][C:33]([C:35]1([C:38]2[CH:43]=[CH:42][C:41]([C:2]3[CH:7]=[CH:6][C:5]([C:8]4[O:12][N:11]=[C:10]([CH3:13])[C:9]=4[NH:14][CH:15]([C:24]4[CH:25]=[CH:26][CH:27]=[CH:28][CH:29]=4)[CH2:16][CH2:17][C:18]4[CH:19]=[CH:20][CH:21]=[CH:22][CH:23]=4)=[CH:4][CH:3]=3)=[CH:40][CH:39]=2)[CH2:36][CH2:37]1)=[O:34])[CH3:31]. (4) Given the reactants [CH3:1][C:2]1[N:6]2[N:7]=[C:8]([N:19]([CH3:28])[C@H:20]([C:22]3[CH:27]=[CH:26][CH:25]=[CH:24][CH:23]=3)[CH3:21])[CH:9]=[C:10]([NH:11]C(=O)OC(C)(C)C)[C:5]2=[N:4][N:3]=1.Cl, predict the reaction product. The product is: [CH3:28][N:19]([C@H:20]([C:22]1[CH:27]=[CH:26][CH:25]=[CH:24][CH:23]=1)[CH3:21])[C:8]1[CH:9]=[C:10]([NH2:11])[C:5]2[N:6]([C:2]([CH3:1])=[N:3][N:4]=2)[N:7]=1. (5) Given the reactants [Br:1][C:2]1[CH:3]=[C:4]([N:8]2[C:16]3[C:11](=[CH:12][C:13]([CH2:17][O:18][Si](C(C)(C)C)(C)C)=[CH:14][CH:15]=3)[C:10]([C:26]([O:28][CH3:29])=[O:27])=[N:9]2)[CH:5]=[CH:6][CH:7]=1.[F-].C([N+](CCCC)(CCCC)CCCC)CCC, predict the reaction product. The product is: [Br:1][C:2]1[CH:3]=[C:4]([N:8]2[C:16]3[C:11](=[CH:12][C:13]([CH2:17][OH:18])=[CH:14][CH:15]=3)[C:10]([C:26]([O:28][CH3:29])=[O:27])=[N:9]2)[CH:5]=[CH:6][CH:7]=1. (6) Given the reactants [Cl:1][CH2:2][CH2:3][CH2:4][C:5]([C:7]1[CH:12]=[CH:11][C:10]([CH:13]([CH3:15])[CH3:14])=[CH:9][CH:8]=1)=[O:6].[Br:16]N1C(=O)CCC1=O, predict the reaction product. The product is: [Br:16][C:13]([C:10]1[CH:9]=[CH:8][C:7]([C:5](=[O:6])[CH2:4][CH2:3][CH2:2][Cl:1])=[CH:12][CH:11]=1)([CH3:15])[CH3:14]. (7) The product is: [CH3:1][O:2][CH2:3][CH2:4][O:5][C:9]1[CH:14]=[C:13]([CH3:15])[C:12]([N+:16]([O-:18])=[O:17])=[CH:11][N:10]=1. Given the reactants [CH3:1][O:2][CH2:3][CH2:4][OH:5].[H-].[Na+].Cl[C:9]1[CH:14]=[C:13]([CH3:15])[C:12]([N+:16]([O-:18])=[O:17])=[CH:11][N:10]=1.O, predict the reaction product.